Dataset: Forward reaction prediction with 1.9M reactions from USPTO patents (1976-2016). Task: Predict the product of the given reaction. Given the reactants C(=O)([O-])[O-].[K+].[K+].Br[CH2:8][CH2:9][O:10][CH3:11].[CH:12]1([N:15]2[C:23]3[C:18](=[CH:19][CH:20]=[C:21]([C:24]4[N:28]([C:29]5[CH:30]=[C:31]([OH:35])[CH:32]=[CH:33][CH:34]=5)[N:27]=[CH:26][CH:25]=4)[CH:22]=3)[C:17]([CH2:36][CH3:37])=[N:16]2)[CH2:14][CH2:13]1.O.C(#N)C, predict the reaction product. The product is: [CH:12]1([N:15]2[C:23]3[C:18](=[CH:19][CH:20]=[C:21]([C:24]4[N:28]([C:29]5[CH:34]=[CH:33][CH:32]=[C:31]([O:35][CH2:8][CH2:9][O:10][CH3:11])[CH:30]=5)[N:27]=[CH:26][CH:25]=4)[CH:22]=3)[C:17]([CH2:36][CH3:37])=[N:16]2)[CH2:14][CH2:13]1.